Dataset: Reaction yield outcomes from USPTO patents with 853,638 reactions. Task: Predict the reaction yield, written as a fraction of the theoretical maximum amount of product (1.0 means a 100% yield; for example, 0.34 means a 34% yield). (1) The reactants are [F:1][C:2]([F:26])([F:25])[C@H:3]([N:12]1[CH2:16][CH2:15][C@H:14]([NH:17][C:18](=[O:24])[O:19][C:20]([CH3:23])([CH3:22])[CH3:21])[CH2:13]1)[C:4]1[CH:5]=[N:6][C:7]([NH:10][NH2:11])=[CH:8][CH:9]=1.[F:27][C:28]1[C:29]([CH:43]=O)=[N:30][C:31]2[C:36]([CH:37]=1)=[CH:35][CH:34]=[C:33]([O:38][CH2:39][CH2:40][O:41][CH3:42])[CH:32]=2.C(O)(=O)C.C(O)(=O)C.IC1C=CC=CC=1. The catalyst is CCO.C(Cl)Cl. The product is [F:26][C:2]([F:25])([F:1])[C@H:3]([N:12]1[CH2:16][CH2:15][C@H:14]([NH:17][C:18](=[O:24])[O:19][C:20]([CH3:22])([CH3:23])[CH3:21])[CH2:13]1)[C:4]1[CH:9]=[CH:8][C:7]2[N:6]([C:43]([C:29]3[C:28]([F:27])=[CH:37][C:36]4[C:31](=[CH:32][C:33]([O:38][CH2:39][CH2:40][O:41][CH3:42])=[CH:34][CH:35]=4)[N:30]=3)=[N:11][N:10]=2)[CH:5]=1. The yield is 0.780. (2) The yield is 0.920. No catalyst specified. The reactants are BrC1C=C(C=C(C(C2C=CC=C(OC(F)F)C=2)(C)C)C=1)N.[Br:22][C:23]1[CH:24]=[C:25]([C:32]([C:35]2[CH:36]=[C:37]([CH:46]=[CH:47][CH:48]=2)[CH2:38][N:39]2[CH2:44][CH2:43][N:42]([CH3:45])[CH2:41][CH2:40]2)([CH3:34])[CH3:33])[CH:26]=[C:27]([N+:29]([O-])=O)[CH:28]=1. The product is [Br:22][C:23]1[CH:28]=[C:27]([CH:26]=[C:25]([C:32]([C:35]2[CH:48]=[CH:47][CH:46]=[C:37]([CH2:38][N:39]3[CH2:40][CH2:41][N:42]([CH3:45])[CH2:43][CH2:44]3)[CH:36]=2)([CH3:34])[CH3:33])[CH:24]=1)[NH2:29].